Dataset: NCI-60 drug combinations with 297,098 pairs across 59 cell lines. Task: Regression. Given two drug SMILES strings and cell line genomic features, predict the synergy score measuring deviation from expected non-interaction effect. Drug 1: CC1C(C(=O)NC(C(=O)N2CCCC2C(=O)N(CC(=O)N(C(C(=O)O1)C(C)C)C)C)C(C)C)NC(=O)C3=C4C(=C(C=C3)C)OC5=C(C(=O)C(=C(C5=N4)C(=O)NC6C(OC(=O)C(N(C(=O)CN(C(=O)C7CCCN7C(=O)C(NC6=O)C(C)C)C)C)C(C)C)C)N)C. Drug 2: CCC1=C2CN3C(=CC4=C(C3=O)COC(=O)C4(CC)O)C2=NC5=C1C=C(C=C5)O. Cell line: SK-MEL-28. Synergy scores: CSS=4.89, Synergy_ZIP=-0.105, Synergy_Bliss=9.28, Synergy_Loewe=-8.93, Synergy_HSA=-1.84.